This data is from Catalyst prediction with 721,799 reactions and 888 catalyst types from USPTO. The task is: Predict which catalyst facilitates the given reaction. (1) Reactant: C([O:3][C:4](=O)[CH:5]([C:11]1[CH:20]=[CH:19][C:18]2[C:13](=[N:14][CH:15]=[CH:16][C:17]=2[NH:21][C:22]2[CH:27]=[C:26]([CH3:28])[CH:25]=[CH:24][C:23]=2[S:29][C:30]2[CH:35]=[CH:34][C:33]([NH:36][C:37](=[O:39])[CH3:38])=[CH:32][CH:31]=2)[N:12]=1)C(OCC)=O)C.[BH4-].[Na+]. Product: [OH:3][CH2:4][CH2:5][C:11]1[N:12]=[C:13]2[C:18]([C:17]([NH:21][C:22]3[CH:27]=[C:26]([CH3:28])[CH:25]=[CH:24][C:23]=3[S:29][C:30]3[CH:31]=[CH:32][C:33]([NH:36][C:37](=[O:39])[CH3:38])=[CH:34][CH:35]=3)=[CH:16][CH:15]=[N:14]2)=[CH:19][CH:20]=1. The catalyst class is: 14. (2) Reactant: [OH:1][C:2]1[CH:7]=[CH:6][C:5]([C:8]2[O:12][N:11]=[C:10]3[C:13]4[C:18]([CH:19]=[CH:20][C:9]=23)=[CH:17][C:16]([OH:21])=[CH:15][CH:14]=4)=[CH:4][CH:3]=1.[C:22](Cl)(=[O:26])[CH2:23][CH2:24][CH3:25].N1C=[CH:32][CH:31]=[CH:30][CH:29]=1.C([O-])(O)=[O:35].[Na+]. Product: [C:22]([O:21][C:16]1[CH:17]=[C:18]2[C:13](=[CH:14][CH:15]=1)[C:10]1=[N:11][O:12][C:8]([C:5]3[CH:4]=[CH:3][C:2]([O:1][C:29](=[O:35])[CH2:30][CH2:31][CH3:32])=[CH:7][CH:6]=3)=[C:9]1[CH:20]=[CH:19]2)(=[O:26])[CH2:23][CH2:24][CH3:25]. The catalyst class is: 1. (3) Reactant: [CH:1]1([OH:6])[CH2:5][CH2:4][CH2:3][CH2:2]1.[H-].[Na+].[N:9]1([C:15]([N:17]2[CH2:22][CH:21]([C:23]3[CH:28]=[CH:27][C:26]([C:29]([F:32])([F:31])[F:30])=[CH:25][CH:24]=3)[CH2:20][CH:19]([CH2:33]S([O-])(=O)=O)[CH2:18]2)=[O:16])[CH2:14][CH2:13][O:12][CH2:11][CH2:10]1.O. Product: [CH:1]1([O:6][CH2:33][CH:19]2[CH2:20][CH:21]([C:23]3[CH:28]=[CH:27][C:26]([C:29]([F:32])([F:31])[F:30])=[CH:25][CH:24]=3)[CH2:22][N:17]([C:15]([N:9]3[CH2:14][CH2:13][O:12][CH2:11][CH2:10]3)=[O:16])[CH2:18]2)[CH2:5][CH2:4][CH2:3][CH2:2]1. The catalyst class is: 3. (4) Product: [F:1][C:2]1[C:3]2[N:9]=[C:10]([CH:12]3[CH2:13][N:14]([CH3:44])[CH2:15][CH:16]([C:18]4[C:19]([N:38]([CH3:43])[S:39]([CH3:42])(=[O:41])=[O:40])=[CH:20][C:21]5[O:25][C:24]([C:26]6[CH:27]=[CH:28][C:29]([F:32])=[CH:30][CH:31]=6)=[C:23]([C:33]([NH:34][CH3:35])=[O:36])[C:22]=5[CH:37]=4)[CH2:17]3)[O:8][C:4]=2[CH:5]=[CH:6][CH:7]=1. The catalyst class is: 11. Reactant: [F:1][C:2]1[CH:7]=[CH:6][CH:5]=[C:4]([OH:8])[C:3]=1[NH:9][C:10]([CH:12]1[CH2:17][CH:16]([C:18]2[C:19]([N:38]([CH3:43])[S:39]([CH3:42])(=[O:41])=[O:40])=[CH:20][C:21]3[O:25][C:24]([C:26]4[CH:31]=[CH:30][C:29]([F:32])=[CH:28][CH:27]=4)=[C:23]([C:33](=[O:36])[NH:34][CH3:35])[C:22]=3[CH:37]=2)[CH2:15][N:14]([CH3:44])[CH2:13]1)=O.CC1C=CC(S(O)(=O)=O)=CC=1.